From a dataset of Reaction yield outcomes from USPTO patents with 853,638 reactions. Predict the reaction yield, written as a fraction of the theoretical maximum amount of product (1.0 means a 100% yield; for example, 0.34 means a 34% yield). (1) The reactants are [NH2:1][C:2]1[N:7]=[C:6]([N:8]([CH3:15])[C:9]2[CH:14]=[CH:13][CH:12]=[CH:11][CH:10]=2)[N:5]=[C:4]([C:16]2[N:20]=[C:19]([CH:21]3[CH2:26][CH2:25][CH:24]([OH:27])[CH2:23][CH2:22]3)[O:18][N:17]=2)[N:3]=1.[C:28]1(O)[CH:33]=[CH:32][CH:31]=[CH:30][CH:29]=1.C1(P(C2C=CC=CC=2)C2C=CC=CC=2)C=CC=CC=1.C(OC(N=NC(OC(C)(C)C)=O)=O)(C)(C)C. The catalyst is C1COCC1. The product is [CH3:15][N:8]([C:9]1[CH:14]=[CH:13][CH:12]=[CH:11][CH:10]=1)[C:6]1[N:7]=[C:2]([NH2:1])[N:3]=[C:4]([C:16]2[N:20]=[C:19]([CH:21]3[CH2:26][CH2:25][CH:24]([O:27][C:28]4[CH:33]=[CH:32][CH:31]=[CH:30][CH:29]=4)[CH2:23][CH2:22]3)[O:18][N:17]=2)[N:5]=1. The yield is 0.0800. (2) The reactants are [F:1][C:2]1[CH:7]=[C:6]([F:8])[CH:5]=[CH:4][C:3]=1[C:9]1[CH:14]=[CH:13][C:12]([C:15]([OH:17])=O)=[C:11]([OH:18])[CH:10]=1.C1(N=C=NC2CCCCC2)CCCCC1.CN1CCOCC1.[N:41]([CH2:44][CH2:45][NH2:46])=[N+:42]=[N-:43]. The catalyst is O.CN(C)C=O. The product is [N:41]([CH2:44][CH2:45][NH:46][C:15]([C:12]1[CH:13]=[CH:14][C:9]([C:3]2[CH:4]=[CH:5][C:6]([F:8])=[CH:7][C:2]=2[F:1])=[CH:10][C:11]=1[OH:18])=[O:17])=[N+:42]=[N-:43]. The yield is 0.610. (3) The reactants are [CH2:1]([C:3]1[N:4]([C:28]2[CH:33]=[CH:32][C:31]([OH:34])=[CH:30][CH:29]=2)[C:5](=[O:27])[C:6]([CH2:12][C:13]2[CH:18]=[CH:17][C:16]([C:19]3[C:20]([C:25]#[N:26])=[CH:21][CH:22]=[CH:23][CH:24]=3)=[CH:15][CH:14]=2)=[C:7]([CH2:9][CH2:10][CH3:11])[N:8]=1)[CH3:2].C1(P([C:48]2[CH:53]=CC=CC=2)C2C=CC=CC=2)C=CC=CC=1.[N:55]([C:56]([O:58]C(C)C)=[O:57])=[N:55][C:56]([O:58]C(C)C)=[O:57].[O:68]1[CH2:72][CH2:71][CH2:70][CH2:69]1. The catalyst is C(OCC)(=O)C. The product is [CH2:1]([C:3]1[N:4]([C:28]2[CH:33]=[CH:32][C:31]([O:34][CH2:69][CH:70]3[CH2:48][CH2:53][O:68][CH2:72][CH2:71]3)=[CH:30][CH:29]=2)[C:5](=[O:27])[C:6]([CH2:12][C:13]2[CH:18]=[CH:17][C:16]([C:19]3[CH:24]=[CH:23][CH:22]=[CH:21][C:20]=3[C:25]3[NH:55][C:56](=[O:57])[O:58][N:26]=3)=[CH:15][CH:14]=2)=[C:7]([CH2:9][CH2:10][CH3:11])[N:8]=1)[CH3:2]. The yield is 0.730. (4) The reactants are CC(C)[C@H](N1CC2C(=CC(C3C=CC(NS(C4C=CC=CC=4)(=O)=O)=CC=3)=CC=2)C1=O)C(O)=O.[CH3:34][CH:35]([CH3:71])[C@H:36]([N:41]1[CH2:49][C:48]2[C:43](=[CH:44][C:45]([C:50]3[CH:55]=[CH:54][C:53]([NH:56][S:57]([C:60]4[CH:65]=[CH:64][C:63]([C:66]([F:69])([F:68])[F:67])=[CH:62][CH:61]=4)(=[O:59])=[O:58])=[CH:52][CH:51]=3)=[CH:46][CH:47]=2)[C:42]1=[O:70])[C:37]([O:39]C)=[O:38]. No catalyst specified. The product is [CH3:34][CH:35]([CH3:71])[C@H:36]([N:41]1[CH2:49][C:48]2[C:43](=[CH:44][C:45]([C:50]3[CH:51]=[CH:52][C:53]([NH:56][S:57]([C:60]4[CH:65]=[CH:64][C:63]([C:66]([F:69])([F:68])[F:67])=[CH:62][CH:61]=4)(=[O:59])=[O:58])=[CH:54][CH:55]=3)=[CH:46][CH:47]=2)[C:42]1=[O:70])[C:37]([OH:39])=[O:38]. The yield is 0.930. (5) The reactants are C(N(CC)CC)C.Cl.[NH2:9][C@H:10]1[C:18]2[C:13](=[CH:14][C:15]([CH3:22])=[C:16]([C:19]([OH:21])=[O:20])[CH:17]=2)[CH2:12][CH2:11]1.[Cl:23][C:24]1[CH:32]=[CH:31][CH:30]=[CH:29][C:25]=1[C:26](Cl)=[O:27]. The catalyst is C(Cl)Cl. The product is [Cl:23][C:24]1[CH:32]=[CH:31][CH:30]=[CH:29][C:25]=1[C:26]([NH:9][C@H:10]1[C:18]2[C:13](=[CH:14][C:15]([CH3:22])=[C:16]([C:19]([OH:21])=[O:20])[CH:17]=2)[CH2:12][CH2:11]1)=[O:27]. The yield is 0.430. (6) The product is [CH2:33]([N:32]([CH2:37][CH2:38][CH2:39][CH3:40])[C:30]([C:25]1[C:26]([Cl:29])=[C:27]([CH3:28])[N:23]([C:20]2[CH:21]=[CH:22][C:17]([C:15](=[O:16])[NH:14][S:11]([C:10]3[CH:9]=[C:8]4[C:4]([CH2:5][CH2:6][N:7]4[CH2:53][CH3:54])=[CH:3][C:2]=3/[CH:55]=[CH:56]/[CH3:57])(=[O:13])=[O:12])=[CH:18][C:19]=2[C:41]([N:43]2[CH2:52][CH2:51][C:50]3[C:45](=[CH:46][CH:47]=[CH:48][CH:49]=3)[CH2:44]2)=[O:42])[N:24]=1)=[O:31])[CH2:34][CH2:35][CH3:36]. No catalyst specified. The yield is 0.220. The reactants are Br[C:2]1[CH:3]=[C:4]2[C:8](=[CH:9][C:10]=1[S:11]([NH:14][C:15]([C:17]1[CH:22]=[CH:21][C:20]([N:23]3[C:27]([CH3:28])=[C:26]([Cl:29])[C:25]([C:30]([N:32]([CH2:37][CH2:38][CH2:39][CH3:40])[CH2:33][CH2:34][CH2:35][CH3:36])=[O:31])=[N:24]3)=[C:19]([C:41]([N:43]3[CH2:52][CH2:51][C:50]4[C:45](=[CH:46][CH:47]=[CH:48][CH:49]=4)[CH2:44]3)=[O:42])[CH:18]=1)=[O:16])(=[O:13])=[O:12])[N:7]([CH2:53][CH3:54])[CH2:6][CH2:5]2.[CH:55](/B(O)O)=[CH:56]\[CH3:57].